This data is from Forward reaction prediction with 1.9M reactions from USPTO patents (1976-2016). The task is: Predict the product of the given reaction. (1) Given the reactants [Cl:1][C:2]1[CH:10]=[C:9](I)[C:5]2[O:6][CH2:7][O:8][C:4]=2[C:3]=1[NH:12][C:13]1[C:22]2[C:17](=[CH:18][C:19]([O:25][CH2:26][CH2:27][CH2:28][N:29]3[CH2:34][CH2:33][O:32][CH2:31][CH2:30]3)=[C:20]([O:23][CH3:24])[CH:21]=2)[N:16]=[CH:15][N:14]=1.[CH3:35][N:36]([CH3:44])[C:37]([N:39]([CH3:43])[CH2:40][C:41]#[CH:42])=[O:38].C(NC(C)C)(C)C, predict the reaction product. The product is: [Cl:1][C:2]1[CH:10]=[C:9]([C:42]#[C:41][CH2:40][N:39]([CH3:43])[C:37]([N:36]([CH3:44])[CH3:35])=[O:38])[C:5]2[O:6][CH2:7][O:8][C:4]=2[C:3]=1[NH:12][C:13]1[C:22]2[C:17](=[CH:18][C:19]([O:25][CH2:26][CH2:27][CH2:28][N:29]3[CH2:34][CH2:33][O:32][CH2:31][CH2:30]3)=[C:20]([O:23][CH3:24])[CH:21]=2)[N:16]=[CH:15][N:14]=1. (2) Given the reactants C([O-])([O-])=O.[Na+].[Na+].C[O:8][C:9]([C:11]1[CH:16]=[N:15][C:14](Cl)=[CH:13][N:12]=1)=[O:10].CC1(C)C(C)(C)OB([C:26]2[O:30][C:29]([Si](C(C)C)(C(C)C)C(C)C)=[N:28][CH:27]=2)O1, predict the reaction product. The product is: [O:30]1[C:26]([C:14]2[N:15]=[CH:16][C:11]([C:9]([OH:8])=[O:10])=[N:12][CH:13]=2)=[CH:27][N:28]=[CH:29]1. (3) Given the reactants [CH:1]([O:4][C:5]1[CH:10]=[CH:9][CH:8]=[CH:7][C:6]=1[N:11]([CH3:30])[CH2:12][CH2:13][NH:14][CH2:15][C:16]1[CH:17]=[C:18]([C:22]([N:24]2[CH2:29][CH2:28][CH2:27][CH2:26][CH2:25]2)=[O:23])[CH:19]=[CH:20][CH:21]=1)([CH3:3])[CH3:2].[CH:31](OC1C=CC=CC=1NCCNCC1C=C(C(N2CCCCC2)=O)C=CC=1)(C)C, predict the reaction product. The product is: [CH:1]([O:4][C:5]1[CH:10]=[CH:9][CH:8]=[CH:7][C:6]=1[N:11]([CH3:30])[CH2:12][CH2:13][N:14]([CH2:15][C:16]1[CH:17]=[C:18]([C:22]([N:24]2[CH2:25][CH2:26][CH2:27][CH2:28][CH2:29]2)=[O:23])[CH:19]=[CH:20][CH:21]=1)[CH3:31])([CH3:3])[CH3:2]. (4) Given the reactants Br[CH2:2][C:3]1[CH:8]=[CH:7][CH:6]=[CH:5][C:4]=1[F:9].[NH2:10][C:11]1[S:12][CH:13]=[CH:14][N:15]=1.N1C2C(=CC=CC=2)C=C1.[NH:25]1[C:33]2[C:28](=[CH:29][CH:30]=[CH:31][CH:32]=2)[C:27]([C:34](OC)=[O:35])=[CH:26]1, predict the reaction product. The product is: [S:12]1[CH:13]=[CH:14][N:15]=[C:11]1[NH:10][C:34]([C:27]1[C:28]2[C:33](=[CH:32][CH:31]=[CH:30][CH:29]=2)[N:25]([CH2:2][C:3]2[CH:8]=[CH:7][CH:6]=[CH:5][C:4]=2[F:9])[CH:26]=1)=[O:35]. (5) Given the reactants [CH2:1]([O:3][C:4]([C:6]1[C:7](=[O:29])[C:8]2[CH:13]=[N:12][C:11](S(C)(=O)=O)=[N:10][C:9]=2[N:18]([C:20]2[CH:21]=[C:22]3[C:26](=[CH:27][CH:28]=2)[CH2:25][CH2:24][CH2:23]3)[CH:19]=1)=[O:5])[CH3:2].[CH3:30][N:31]([CH2:33][C:34]1[CH:39]=[CH:38][C:37]([NH2:40])=[CH:36][CH:35]=1)[CH3:32], predict the reaction product. The product is: [CH2:1]([O:3][C:4]([C:6]1[C:7](=[O:29])[C:8]2[CH:13]=[N:12][C:11]([NH:40][C:37]3[CH:36]=[CH:35][C:34]([CH2:33][N:31]([CH3:32])[CH3:30])=[CH:39][CH:38]=3)=[N:10][C:9]=2[N:18]([C:20]2[CH:21]=[C:22]3[C:26](=[CH:27][CH:28]=2)[CH2:25][CH2:24][CH2:23]3)[CH:19]=1)=[O:5])[CH3:2]. (6) Given the reactants [F:1][C:2]1[C:10]([F:11])=[CH:9][CH:8]=[C:7]2[C:3]=1[CH2:4][CH2:5][C@@H:6]2[OH:12].[CH3:13][O:14][C:15](=[O:27])[CH2:16][C@H:17]1[C:21]2[CH:22]=[CH:23][C:24](O)=[CH:25][C:20]=2[O:19][CH2:18]1, predict the reaction product. The product is: [CH3:13][O:14][C:15](=[O:27])[CH2:16][C@H:17]1[C:21]2[CH:22]=[CH:23][C:24]([O:12][C@H:6]3[C:7]4[C:3](=[C:2]([F:1])[C:10]([F:11])=[CH:9][CH:8]=4)[CH2:4][CH2:5]3)=[CH:25][C:20]=2[O:19][CH2:18]1. (7) Given the reactants [NH2:1][C:2]([CH3:18])([CH3:17])[CH2:3][NH:4][C:5]([C:7]1[CH:8]=[N:9][C:10]2[N:11]([N:13]=[C:14]([CH3:16])[CH:15]=2)[CH:12]=1)=[O:6].Cl[CH2:20][C:21]([N:23]1[CH2:27][CH2:26][CH2:25][C@H:24]1[C:28]#[N:29])=[O:22], predict the reaction product. The product is: [CH3:16][C:14]1[CH:15]=[C:10]2[N:11]([CH:12]=[C:7]([C:5]([NH:4][CH2:3][C:2]([NH:1][CH2:20][C:21]([N:23]3[C@H:24]([C:28]#[N:29])[CH2:25][CH2:26][CH2:27]3)=[O:22])([CH3:18])[CH3:17])=[O:6])[CH:8]=[N:9]2)[N:13]=1. (8) Given the reactants [C:1]([O:5][C:6]([NH:8][C@@H:9]([CH2:13][C:14]1[CH:23]=[CH:22][C:21]2[C:16](=[CH:17][CH:18]=[CH:19][CH:20]=2)[CH:15]=1)[C:10](O)=[O:11])=[O:7])([CH3:4])([CH3:3])[CH3:2].[CH2:24]([NH2:31])[C:25]1[CH:30]=[CH:29][CH:28]=[CH:27][CH:26]=1.C1C=CC2N(O)N=NC=2C=1.C(Cl)CCl.CN1CCOCC1, predict the reaction product. The product is: [C:1]([O:5][C:6]([NH:8][C@@H:9]([CH2:13][C:14]1[CH:23]=[CH:22][C:21]2[C:16](=[CH:17][CH:18]=[CH:19][CH:20]=2)[CH:15]=1)[C:10]([NH:31][CH2:24][C:25]1[CH:30]=[CH:29][CH:28]=[CH:27][CH:26]=1)=[O:11])=[O:7])([CH3:4])([CH3:2])[CH3:3]. (9) Given the reactants [Cl:1][C:2]1[C:15]([Cl:16])=[CH:14][C:5]2[NH:6][C:7]([CH2:9][C:10]([F:13])([F:12])[F:11])=[N:8][C:4]=2[CH:3]=1.[H-].[Na+].Br[CH2:20][C:21]([O:23][CH2:24][CH3:25])=[O:22], predict the reaction product. The product is: [CH2:24]([O:23][C:21](=[O:22])[CH2:20][N:8]1[C:4]2[CH:3]=[C:2]([Cl:1])[C:15]([Cl:16])=[CH:14][C:5]=2[N:6]=[C:7]1[CH2:9][C:10]([F:12])([F:13])[F:11])[CH3:25]. (10) The product is: [CH2:1]([O:3][C:4](=[O:25])[CH2:5][C:6]1[CH:7]=[C:8]([C:14]2[CH:19]=[C:18]([CH3:20])[CH:17]=[CH:16][C:15]=2[CH2:21][N:22]([C:29]([CH:26]2[CH2:28][CH2:27]2)=[O:30])[CH2:23][CH3:24])[C:9]([O:12][CH3:13])=[CH:10][CH:11]=1)[CH3:2]. Given the reactants [CH2:1]([O:3][C:4](=[O:25])[CH2:5][C:6]1[CH:7]=[C:8]([C:14]2[CH:19]=[C:18]([CH3:20])[CH:17]=[CH:16][C:15]=2[CH2:21][NH:22][CH2:23][CH3:24])[C:9]([O:12][CH3:13])=[CH:10][CH:11]=1)[CH3:2].[CH:26]1([C:29](Cl)=[O:30])[CH2:28][CH2:27]1, predict the reaction product.